This data is from Forward reaction prediction with 1.9M reactions from USPTO patents (1976-2016). The task is: Predict the product of the given reaction. Given the reactants [CH3:1][Si:2]([CH3:13])([CH3:12])[C:3]1[CH:8]=[CH:7][C:6](B(O)O)=[CH:5][CH:4]=1.Br[C:15]1[CH:20]=[CH:19][C:18]([CH3:21])=[CH:17][N:16]=1.C(=O)([O-])[O-].[Cs+].[Cs+].C(P(C(C)(C)C)C(C)(C)C)C1C=CC=CC=1, predict the reaction product. The product is: [CH3:21][C:18]1[CH:19]=[CH:20][C:15]([C:6]2[CH:7]=[CH:8][C:3]([Si:2]([CH3:13])([CH3:12])[CH3:1])=[CH:4][CH:5]=2)=[N:16][CH:17]=1.